Dataset: Full USPTO retrosynthesis dataset with 1.9M reactions from patents (1976-2016). Task: Predict the reactants needed to synthesize the given product. (1) Given the product [ClH:24].[CH3:1][N:2]([CH3:16])[CH:3]1[CH2:8][CH2:7][C:6]([C:9]2[CH:10]=[C:11]([NH:15][C:22](=[O:23])[C:21]3[CH:25]=[CH:26][C:18]([F:17])=[CH:19][CH:20]=3)[CH:12]=[CH:13][CH:14]=2)=[CH:5][CH2:4]1, predict the reactants needed to synthesize it. The reactants are: [CH3:1][N:2]([CH3:16])[CH:3]1[CH2:8][CH2:7][C:6]([C:9]2[CH:10]=[C:11]([NH2:15])[CH:12]=[CH:13][CH:14]=2)=[CH:5][CH2:4]1.[F:17][C:18]1[CH:26]=[CH:25][C:21]([C:22]([Cl:24])=[O:23])=[CH:20][CH:19]=1. (2) Given the product [N:10]1([C:8]([C:5]2[CH:6]=[CH:7][C:2]([N:20]3[C:19]4[CH2:22][CH2:23][O:24][CH2:25][C:18]=4[C:17]([C:16]([F:15])([F:27])[F:26])=[N:21]3)=[CH:3][CH:4]=2)=[O:9])[CH2:14][CH2:13][CH2:12][CH2:11]1, predict the reactants needed to synthesize it. The reactants are: I[C:2]1[CH:7]=[CH:6][C:5]([C:8]([N:10]2[CH2:14][CH2:13][CH2:12][CH2:11]2)=[O:9])=[CH:4][CH:3]=1.[F:15][C:16]([F:27])([F:26])[C:17]1[C:18]2[CH2:25][O:24][CH2:23][CH2:22][C:19]=2[NH:20][N:21]=1.CN(C)CC(O)=O.C(=O)([O-])[O-].[Cs+].[Cs+]. (3) Given the product [OH:1][C:2]1[C:18]([NH:19][C:20]2[C:23](=[O:24])[C:22](=[O:25])[C:21]=2[NH:40][CH:34]([C:32]2[O:33][C:29]([CH3:28])=[CH:30][CH:31]=2)[CH:35]2[CH2:39][CH2:38][CH2:37][S:36]2)=[CH:17][CH:16]=[CH:15][C:3]=1[C:4]([N:6]1[CH2:10][CH2:9][CH2:8][C@@H:7]1[C:11]([O:13][CH3:14])=[O:12])=[O:5], predict the reactants needed to synthesize it. The reactants are: [OH:1][C:2]1[C:18]([NH:19][C:20]2[C:23](=[O:24])[C:22](=[O:25])[C:21]=2OC)=[CH:17][CH:16]=[CH:15][C:3]=1[C:4]([N:6]1[CH2:10][CH2:9][CH2:8][C@@H:7]1[C:11]([O:13][CH3:14])=[O:12])=[O:5].[CH3:28][C:29]1[O:33][C:32]([C@@H:34]([NH2:40])[CH:35]2[CH2:39][CH2:38][CH2:37][S:36]2)=[CH:31][CH:30]=1. (4) Given the product [F:25][C:22]1[CH:23]=[CH:24][C:19]([O:18][C:15]2[CH:16]=[CH:17][C:12]([C:10]3[CH:9]=[CH:8][N:7]=[C:6]([C:4](=[O:3])[CH3:27])[N:11]=3)=[CH:13][CH:14]=2)=[CH:20][CH:21]=1, predict the reactants needed to synthesize it. The reactants are: C([O:3][C:4]([C:6]1[N:11]=[C:10]([C:12]2[CH:17]=[CH:16][C:15]([O:18][C:19]3[CH:24]=[CH:23][C:22]([F:25])=[CH:21][CH:20]=3)=[CH:14][CH:13]=2)[CH:9]=[CH:8][N:7]=1)=O)C.F[C:27]1C=CC(OC2C=CC(C3C=CN=C(C(O)=O)N=3)=CC=2)=CC=1.ICC.C(=O)([O-])[O-].[Cs+].[Cs+]. (5) Given the product [O:19]1[CH:6]2[C:5]31[CH:10]([CH2:9][CH2:8][CH2:7]2)[CH2:1][O:2][CH2:3][CH2:4]3, predict the reactants needed to synthesize it. The reactants are: [CH2:1]1[CH:10]2[C:5](=[CH:6][CH2:7][CH2:8][CH2:9]2)[CH2:4][CH2:3][O:2]1.C1C=C(Cl)C=C(C(OO)=[O:19])C=1. (6) Given the product [I:1][C:2]1[CH:3]=[C:4]([CH:8]=[CH:9][CH:10]=1)[C:5]([NH:13][CH3:11])=[O:6], predict the reactants needed to synthesize it. The reactants are: [I:1][C:2]1[CH:3]=[C:4]([CH:8]=[CH:9][CH:10]=1)[C:5](O)=[O:6].[C:11](N1C=CN=C1)([N:13]1C=CN=C1)=O.CN.C1COCC1.[Cl-].[NH4+].